From a dataset of Peptide-MHC class I binding affinity with 185,985 pairs from IEDB/IMGT. Regression. Given a peptide amino acid sequence and an MHC pseudo amino acid sequence, predict their binding affinity value. This is MHC class I binding data. (1) The peptide sequence is TTSDFFVNY. The MHC is HLA-A02:11 with pseudo-sequence HLA-A02:11. The binding affinity (normalized) is 0.0847. (2) The peptide sequence is VYERQPCWY. The MHC is HLA-B44:02 with pseudo-sequence HLA-B44:02. The binding affinity (normalized) is 0.0847.